Dataset: Reaction yield outcomes from USPTO patents with 853,638 reactions. Task: Predict the reaction yield, written as a fraction of the theoretical maximum amount of product (1.0 means a 100% yield; for example, 0.34 means a 34% yield). (1) The product is [C:30]([O:11][C:1]([NH:12][C:13]1([CH3:27])[C:17]2([CH2:18][CH2:19]2)[CH2:16][NH:15][CH2:14]1)=[O:10])([CH3:36])([CH3:35])[CH3:31]. The reactants are [C:1]([OH:11])(=[O:10])[C@@H](C1C=CC=CC=1)O.[NH2:12][C:13]1([CH3:27])[C:17]2([CH2:19][CH2:18]2)[CH2:16][N:15](CC2C=CC=CC=2)[CH2:14]1.[OH-].[Na+].[C:30]1([CH3:36])[CH:35]=CC=C[CH:31]=1. No catalyst specified. The yield is 0.970. (2) The reactants are [CH2:1]([C:5]1[N:6]=[C:7]([CH3:27])[NH:8][C:9](=[O:26])[C:10]=1[CH2:11][C:12]1[CH:17]=[CH:16][C:15]([C:18]2[C:19]([C:24]#[N:25])=[CH:20][CH:21]=[CH:22][CH:23]=2)=[CH:14][CH:13]=1)[CH2:2][CH2:3][CH3:4].[H-].[Na+].CN(C)C=O.Br[CH2:36][C:37]1[CH:42]=[CH:41][C:40]([C:43]([CH3:46])([CH3:45])[CH3:44])=[CH:39][CH:38]=1. The catalyst is C(OCC)(=O)C. The product is [CH2:1]([C:5]1[N:6]=[C:7]([CH3:27])[N:8]([CH2:36][C:37]2[CH:42]=[CH:41][C:40]([C:43]([CH3:46])([CH3:45])[CH3:44])=[CH:39][CH:38]=2)[C:9](=[O:26])[C:10]=1[CH2:11][C:12]1[CH:17]=[CH:16][C:15]([C:18]2[C:19]([C:24]#[N:25])=[CH:20][CH:21]=[CH:22][CH:23]=2)=[CH:14][CH:13]=1)[CH2:2][CH2:3][CH3:4]. The yield is 0.610.